This data is from Reaction yield outcomes from USPTO patents with 853,638 reactions. The task is: Predict the reaction yield, written as a fraction of the theoretical maximum amount of product (1.0 means a 100% yield; for example, 0.34 means a 34% yield). (1) The reactants are C1(C)C=CC=CC=1.C(=O)([O-])[O-].[Na+].[Na+].Br[C:15]1[CH:16]=[C:17]([C:21]([NH:23][C:24]2[CH:33]=[CH:32][C:31]([Cl:34])=[CH:30][C:25]=2[C:26]([O:28][CH3:29])=[O:27])=[O:22])[CH:18]=[CH:19][CH:20]=1.[CH:35]1[C:44]2[C:39](=[CH:40][CH:41]=[CH:42][CH:43]=2)[C:38](B(O)O)=[CH:37][N:36]=1. The catalyst is C1C=CC([P]([Pd]([P](C2C=CC=CC=2)(C2C=CC=CC=2)C2C=CC=CC=2)([P](C2C=CC=CC=2)(C2C=CC=CC=2)C2C=CC=CC=2)[P](C2C=CC=CC=2)(C2C=CC=CC=2)C2C=CC=CC=2)(C2C=CC=CC=2)C2C=CC=CC=2)=CC=1.C(OCC)(=O)C.O.CO. The product is [Cl:34][C:31]1[CH:32]=[CH:33][C:24]([NH:23][C:21]([C:17]2[CH:18]=[CH:19][CH:20]=[C:15]([C:38]3[C:39]4[C:44](=[CH:43][CH:42]=[CH:41][CH:40]=4)[CH:35]=[N:36][CH:37]=3)[CH:16]=2)=[O:22])=[C:25]([CH:30]=1)[C:26]([O:28][CH3:29])=[O:27]. The yield is 0.630. (2) The yield is 0.830. The product is [NH2:5][C:8]1([C:1]#[N:2])[CH2:13][CH2:12][CH2:11][CH2:10][CH2:9]1. The reactants are [C-:1]#[N:2].[Na+].[OH-].[NH4+:5].[Cl-].[NH4+].[C:8]1(=O)[CH2:13][CH2:12][CH2:11][CH2:10][CH2:9]1. The catalyst is O.